Dataset: Full USPTO retrosynthesis dataset with 1.9M reactions from patents (1976-2016). Task: Predict the reactants needed to synthesize the given product. (1) Given the product [CH:1]1([CH2:7][C@@H:8]([C:10]([OH:12])=[O:11])[NH:9][C:14]([O:16][CH2:17][C:18]2[CH:23]=[CH:22][CH:21]=[CH:20][CH:19]=2)=[O:15])[CH2:6][CH2:5][CH2:4][CH2:3][CH2:2]1, predict the reactants needed to synthesize it. The reactants are: [CH:1]1([CH2:7][C@@H:8]([C:10]([OH:12])=[O:11])[NH2:9])[CH2:6][CH2:5][CH2:4][CH2:3][CH2:2]1.Cl[C:14]([O:16][CH2:17][C:18]1[CH:23]=[CH:22][CH:21]=[CH:20][CH:19]=1)=[O:15].C([O-])([O-])=O.[K+].[K+].Cl. (2) Given the product [Cl:1][C:2]1[CH:3]=[C:4]([CH:18]=[CH:19][CH:20]=1)[C:5]([NH:7][C:8]1[CH:9]=[C:10]([CH:15]=[CH:16][CH:17]=1)[C:11]([NH:13][NH:14][C:29]([NH:28][C:23]1[CH:24]=[CH:25][CH:26]=[CH:27][C:22]=1[Cl:21])=[S:30])=[O:12])=[O:6], predict the reactants needed to synthesize it. The reactants are: [Cl:1][C:2]1[CH:3]=[C:4]([CH:18]=[CH:19][CH:20]=1)[C:5]([NH:7][C:8]1[CH:9]=[C:10]([CH:15]=[CH:16][CH:17]=1)[C:11]([NH:13][NH2:14])=[O:12])=[O:6].[Cl:21][C:22]1[CH:27]=[CH:26][CH:25]=[CH:24][C:23]=1[N:28]=[C:29]=[S:30]. (3) The reactants are: [C:1]([O:5][C:6]([N:8]1[CH2:12][CH2:11][CH2:10][C@@H:9]1[C:13](=[O:24])[NH:14][C:15]1[CH:16]([O:21][CH2:22][CH3:23])[O:17][C:18](=[O:20])[CH:19]=1)=[O:7])([CH3:4])([CH3:3])[CH3:2].N#N.[H][H].ClCCl. Given the product [C:1]([O:5][C:6]([N:8]1[CH2:12][CH2:11][CH2:10][C@@H:9]1[C:13](=[O:24])[NH:14][CH:15]1[CH2:19][C:18](=[O:20])[O:17][CH:16]1[O:21][CH2:22][CH3:23])=[O:7])([CH3:4])([CH3:3])[CH3:2], predict the reactants needed to synthesize it.